Dataset: hERG Central: cardiac toxicity at 1µM, 10µM, and general inhibition. Task: Predict hERG channel inhibition at various concentrations. (1) The compound is COc1cc(CN2CC=C(c3ccc(F)cc3)CC2)cc(OC)c1. Results: hERG_inhib (hERG inhibition (general)): blocker. (2) The compound is COc1ccc(N(CC(=O)NC2CCCCC2)C(=O)CCCC(=O)Nc2ccccn2)cc1. Results: hERG_inhib (hERG inhibition (general)): blocker. (3) The drug is Cc1csc(NC(=O)CSc2nc(=O)n(CCN(C)C)c3c2CCCC3)n1. Results: hERG_inhib (hERG inhibition (general)): blocker. (4) The drug is CC1CC(C)CN(C(=O)COC(=O)c2ccc3c(c2)C(=O)N(Cc2ccco2)C3=O)C1. Results: hERG_inhib (hERG inhibition (general)): blocker. (5) The compound is O=C(NC1CCN(Cc2ccccc2)CC1)c1cccc(Br)c1. Results: hERG_inhib (hERG inhibition (general)): blocker. (6) The molecule is CCC(C)NCCCOc1ccc([N+](=O)[O-])cc1.O=C(O)C(=O)O. Results: hERG_inhib (hERG inhibition (general)): blocker.